This data is from HIV replication inhibition screening data with 41,000+ compounds from the AIDS Antiviral Screen. The task is: Binary Classification. Given a drug SMILES string, predict its activity (active/inactive) in a high-throughput screening assay against a specified biological target. (1) The molecule is Cc1cn(C2CC(N=[N+]=[N-])C(C(=O)O)O2)c(=O)[nH]c1=O. The result is 1 (active). (2) The molecule is O=c1ccc2c(cc3ccc4cccc5ccc2c3c45)o1. The result is 0 (inactive). (3) The drug is COc1ccc(C2SC(=Cc3ccc([N+](=O)[O-])cc3)C(=O)N2NC(=O)Cc2ccccc2)cc1. The result is 0 (inactive). (4) The drug is COc1ccc(-c2nc(-c3cc4ccccc4oc3=O)cs2)cc1. The result is 0 (inactive). (5) The drug is CC1OC2COC(C)OC2C(C2CN2)O1. The result is 0 (inactive). (6) The drug is CC(=O)Oc1ccc2c(oc(=O)c3nc(C)oc32)c1C. The result is 0 (inactive). (7) The drug is COc1ccc2nc3ccc(OC)cc3c(SCc3ccccc3)c2c1. The result is 0 (inactive).